Dataset: CYP2C9 inhibition data for predicting drug metabolism from PubChem BioAssay. Task: Regression/Classification. Given a drug SMILES string, predict its absorption, distribution, metabolism, or excretion properties. Task type varies by dataset: regression for continuous measurements (e.g., permeability, clearance, half-life) or binary classification for categorical outcomes (e.g., BBB penetration, CYP inhibition). Dataset: cyp2c9_veith. (1) The drug is CC1(C)S[C@@H]2[C@H](NC(=O)[C@@H](N)c3ccccc3)C(=O)N2[C@H]1C(=O)O.O.O.O. The result is 0 (non-inhibitor). (2) The drug is N[C@H]1[C@@H](C(=O)O)[C@H]2C=C[C@H]1C2.O=S(=O)(O)c1ccccc1. The result is 0 (non-inhibitor). (3) The compound is CC(=O)OCCNC(=O)c1cccnc1. The result is 0 (non-inhibitor). (4) The drug is O=C(c1cnccn1)N1CCC2(CCN(Cc3nccs3)CC2)CC1. The result is 0 (non-inhibitor).